Dataset: Reaction yield outcomes from USPTO patents with 853,638 reactions. Task: Predict the reaction yield, written as a fraction of the theoretical maximum amount of product (1.0 means a 100% yield; for example, 0.34 means a 34% yield). (1) The reactants are O=[C:2]1[C:10]2[C:5](=[CH:6][CH:7]=[CH:8][CH:9]=2)[C:4](=O)[N:3]1[CH2:12][CH2:13][CH2:14][C@H:15]([N:18](C)[C:19](=O)OCC1C=CC=CC=1)[CH2:16][OH:17].[H][H]. The catalyst is CO.[Pd]. The product is [OH:17][CH2:16][C@@H:15]([NH:18][CH3:19])[CH2:14][CH2:13][CH2:12][N:3]1[CH2:2][C:10]2[C:5](=[CH:6][CH:7]=[CH:8][CH:9]=2)[CH2:4]1. The yield is 0.970. (2) The reactants are [OH:1][C:2]1[CH:3]=[C:4]([CH:7]=[CH:8][C:9]=1[OH:10])[CH:5]=[O:6].[Br:11]Br.O. The catalyst is CC(O)=O. The product is [Br:11][C:8]1[CH:7]=[C:4]([CH:3]=[C:2]([OH:1])[C:9]=1[OH:10])[CH:5]=[O:6]. The yield is 0.480. (3) The reactants are [Br:1][C:2]1[CH:3]=[C:4]([OH:11])[CH:5]=[CH:6][C:7]=1[S:8]C#N.O.O.O.O.O.O.O.O.O.[S-2].[Na+].[Na+].C(O)(=O)C. The catalyst is C(O)C. The product is [Br:1][C:2]1[CH:3]=[C:4]([OH:11])[CH:5]=[CH:6][C:7]=1[SH:8]. The yield is 0.920. (4) The reactants are [Si]([O:8][CH2:9][C@H:10]1[CH2:21][CH2:20][C:19]2[S:18][C:17]3[N:16]=[CH:15][N:14]=[C:13]([O:22][CH:23]4[CH2:28][CH2:27][CH:26]([N:29]([CH3:37])[C:30](=[O:36])[O:31][C:32]([CH3:35])([CH3:34])[CH3:33])[CH2:25][CH2:24]4)[C:12]=3[C:11]1=2)(C(C)(C)C)(C)C.CCCC[N+](CCCC)(CCCC)CCCC.[F-]. The catalyst is C1COCC1.O. The product is [OH:8][CH2:9][C@H:10]1[CH2:21][CH2:20][C:19]2[S:18][C:17]3[N:16]=[CH:15][N:14]=[C:13]([O:22][CH:23]4[CH2:24][CH2:25][CH:26]([N:29]([CH3:37])[C:30](=[O:36])[O:31][C:32]([CH3:33])([CH3:34])[CH3:35])[CH2:27][CH2:28]4)[C:12]=3[C:11]1=2. The yield is 0.910. (5) The reactants are [CH3:1][O:2][N:3]([CH3:16])[C:4](=[O:15])[C:5]1[CH:10]=[CH:9][C:8]([F:11])=[CH:7][C:6]=1[N+:12]([O-])=O. The catalyst is CCO.[Pd]. The product is [CH3:1][O:2][N:3]([CH3:16])[C:4](=[O:15])[C:5]1[CH:10]=[CH:9][C:8]([F:11])=[CH:7][C:6]=1[NH2:12]. The yield is 0.900. (6) The reactants are [H-].[Na+].[CH2:3]1[CH2:7][O:6][CH2:5][CH2:4]1.[O:8]1[CH2:12][CH2:11][CH:10]([CH:13]=O)[CH2:9]1.CN(C=[O:19])C. The catalyst is O. The product is [O:6]1[CH2:7][CH2:3][CH:4](/[CH:13]=[CH:10]/[C:9]([O:8][CH2:12][CH3:11])=[O:19])[CH2:5]1. The yield is 0.520.